From a dataset of Forward reaction prediction with 1.9M reactions from USPTO patents (1976-2016). Predict the product of the given reaction. (1) Given the reactants [NH2:1][C:2]1[N:10]=[C:9]([O:11][CH2:12][CH2:13][O:14][CH3:15])[N:8]=[C:7]2[C:3]=1[N:4]=[C:5]([O:25][CH3:26])[N:6]2[CH2:16][C:17]1[CH:18]=[C:19]([CH2:23]O)[CH:20]=[CH:21][CH:22]=1.P(Br)(Br)[Br:28], predict the reaction product. The product is: [Br:28][CH2:23][C:19]1[CH:18]=[C:17]([CH:22]=[CH:21][CH:20]=1)[CH2:16][N:6]1[C:5]([O:25][CH3:26])=[N:4][C:3]2[C:7]1=[N:8][C:9]([O:11][CH2:12][CH2:13][O:14][CH3:15])=[N:10][C:2]=2[NH2:1]. (2) Given the reactants [H-].[Na+].[CH3:3][O:4][CH2:5][C@H:6]1[CH2:8][C@@H:7]1[CH2:9][OH:10].Cl[CH2:12][C:13]1[CH:18]=[CH:17][C:16]([C@H:19]2[C@H:24]([O:25][Si](C(C)C)(C(C)C)C(C)C)[CH2:23][NH:22][CH2:21][C@@H:20]2[O:36][CH:37]([C:48]2[CH:49]=[CH:50][C:51]3[O:56][CH2:55][CH2:54][N:53]([CH2:57][CH2:58][CH2:59][O:60][CH3:61])[C:52]=3[CH:62]=2)S(C2C=CC(C)=CC=2)(=O)=O)=[CH:15][CH:14]=1.O, predict the reaction product. The product is: [CH3:3][O:4][CH2:5][C@H:6]1[CH2:8][C@@H:7]1[CH2:9][O:10][CH2:12][C:13]1[CH:14]=[CH:15][C:16]([C@@H:19]2[C@@H:20]([O:36][CH2:37][C:48]3[CH:49]=[CH:50][C:51]4[O:56][CH2:55][CH2:54][N:53]([CH2:57][CH2:58][CH2:59][O:60][CH3:61])[C:52]=4[CH:62]=3)[CH2:21][NH:22][CH2:23][C@H:24]2[OH:25])=[CH:17][CH:18]=1.